This data is from Forward reaction prediction with 1.9M reactions from USPTO patents (1976-2016). The task is: Predict the product of the given reaction. (1) Given the reactants Br[C:2]1[CH:3]=[N:4][C:5]([C:8]([OH:10])=[O:9])=[N:6][CH:7]=1.[C:11]1(B(O)O)[CH:16]=[CH:15][CH:14]=[CH:13][CH:12]=1.C(=O)([O-])O.[Na+], predict the reaction product. The product is: [C:11]1([C:2]2[CH:3]=[N:4][C:5]([C:8]([OH:10])=[O:9])=[N:6][CH:7]=2)[CH:16]=[CH:15][CH:14]=[CH:13][CH:12]=1. (2) The product is: [CH3:23][O:22][C:20]1[C:19]([N:24]2[CH:28]=[C:27]([CH3:29])[N:26]=[CH:25]2)=[CH:18][N:17]=[C:16](/[CH:14]=[CH:36]/[C:37]([O:39][CH2:7][CH3:9])=[O:38])[CH:21]=1. Given the reactants CC(C[AlH]C[CH:7]([CH3:9])C)C.C(N(C(C)C)[C:14]([C:16]1[CH:21]=[C:20]([O:22][CH3:23])[C:19]([N:24]2[CH:28]=[C:27]([CH3:29])[N:26]=[CH:25]2)=[CH:18][N:17]=1)=O)(C)C.[Cl-].[NH4+].[C@H:36](O)([C:37]([O-:39])=[O:38])[C@@H:36](O)[C:37]([O-:39])=[O:38].[Na+].[K+], predict the reaction product. (3) Given the reactants [C:1]1([CH:8]=[CH:7][C:5]([OH:6])=[CH:4][CH:3]=1)[OH:2].[OH-].[K+].Cl[C:12]1[CH:17]=[CH:16][C:15]([Cl:18])=[CH:14][C:13]=1[N+:19]([O-:21])=[O:20].Cl, predict the reaction product. The product is: [Cl:18][C:15]1[CH:16]=[CH:17][C:12]([O:2][C:1]2[CH:8]=[CH:7][C:5]([OH:6])=[CH:4][CH:3]=2)=[C:13]([N+:19]([O-:21])=[O:20])[CH:14]=1. (4) Given the reactants [ClH:1].[CH3:2][O:3][C:4]1[CH:5]=[C:6]2[C:9](=[CH:10][C:11]=1[O:12][CH3:13])[CH:8]([CH2:14][N:15](C)[CH2:16][CH2:17][C:18]([N:20]1[CH2:26][CH2:25][C:24]3[CH:27]=[C:28]([O:33][CH3:34])[C:29]([O:31][CH3:32])=[CH:30][C:23]=3[CH2:22][CH2:21]1)=[O:19])[CH2:7]2.COC1C=C2C(=CC=1OC)[C@@H](CN)C2.C1COCC1, predict the reaction product. The product is: [ClH:1].[CH3:2][O:3][C:4]1[CH:5]=[C:6]2[C:9](=[CH:10][C:11]=1[O:12][CH3:13])[C@@H:8]([CH2:14][NH:15][CH2:16][CH2:17][C:18]([N:20]1[CH2:21][CH2:22][C:23]3[CH:30]=[C:29]([O:31][CH3:32])[C:28]([O:33][CH3:34])=[CH:27][C:24]=3[CH2:25][CH2:26]1)=[O:19])[CH2:7]2.